This data is from Forward reaction prediction with 1.9M reactions from USPTO patents (1976-2016). The task is: Predict the product of the given reaction. Given the reactants [CH3:1][S:2][C:3]1[N:8]=[C:7]([O:9][C:10]2[CH:11]=[C:12]([NH2:17])[C:13]([NH2:16])=[CH:14][CH:15]=2)[CH:6]=[CH:5][N:4]=1.[Cl:18][C:19]1[CH:24]=[CH:23][C:22]([N:25]=[C:26]=S)=[CH:21][C:20]=1[C:28]([F:31])([F:30])[F:29].C(Cl)CCl, predict the reaction product. The product is: [Cl:18][C:19]1[CH:24]=[CH:23][C:22]([NH:25][C:26]2[NH:16][C:13]3[CH:14]=[CH:15][C:10]([O:9][C:7]4[CH:6]=[CH:5][N:4]=[C:3]([S:2][CH3:1])[N:8]=4)=[CH:11][C:12]=3[N:17]=2)=[CH:21][C:20]=1[C:28]([F:29])([F:30])[F:31].